From a dataset of Reaction yield outcomes from USPTO patents with 853,638 reactions. Predict the reaction yield, written as a fraction of the theoretical maximum amount of product (1.0 means a 100% yield; for example, 0.34 means a 34% yield). (1) The reactants are [CH:1]1([NH:4][CH2:5][CH2:6][CH2:7][O:8][C:9]2[CH:10]=[N:11][CH:12]=[CH:13][CH:14]=2)[CH2:3][CH2:2]1.[O:15]=[C:16]([OH:28])[C@@H:17]([C@H:19]([C@H:21]([C@@H:23]([C:25]([OH:27])=[O:26])[OH:24])[OH:22])[OH:20])[OH:18].O. The yield is 0.665. The product is [O:15]=[C:16]([OH:28])[C@@H:17]([C@H:19]([C@H:21]([C@@H:23]([C:25]([OH:27])=[O:26])[OH:24])[OH:22])[OH:20])[OH:18].[CH:1]1([NH:4][CH2:5][CH2:6][CH2:7][O:8][C:9]2[CH:10]=[N:11][CH:12]=[CH:13][CH:14]=2)[CH2:2][CH2:3]1.[CH:1]1([NH:4][CH2:5][CH2:6][CH2:7][O:8][C:9]2[CH:10]=[N:11][CH:12]=[CH:13][CH:14]=2)[CH2:2][CH2:3]1. The catalyst is C(O)C. (2) The reactants are [Cl:1][C:2]1[CH:3]=[C:4]([NH:10][C:11]2[N:16]=[C:15](Cl)[CH:14]=[C:13]([Cl:18])[N:12]=2)[CH:5]=[CH:6][C:7]=1[O:8][CH3:9].[CH:19]1([NH2:26])[CH2:25][CH2:24][CH2:23][CH2:22][CH2:21][CH2:20]1.C(N(CC)CC)C. The catalyst is C(O)CCC. The product is [Cl:18][C:13]1[N:12]=[C:11]([NH:10][C:4]2[CH:5]=[CH:6][C:7]([O:8][CH3:9])=[C:2]([Cl:1])[CH:3]=2)[N:16]=[C:15]([NH:26][CH:19]2[CH2:25][CH2:24][CH2:23][CH2:22][CH2:21][CH2:20]2)[CH:14]=1. The yield is 0.600. (3) The reactants are [CH3:1][O:2][CH2:3][CH2:4][CH2:5][NH2:6].[Cl:7][CH2:8][CH2:9][N:10]=[C:11]=[O:12]. The catalyst is C1COCC1. The product is [Cl:7][CH2:8][CH2:9][NH:10][C:11]([NH:6][CH2:5][CH2:4][CH2:3][O:2][CH3:1])=[O:12]. The yield is 1.00. (4) The reactants are [C:1]([O:5][CH2:6][CH3:7])(=[O:4])[CH2:2][CH3:3].[I-].[NH2:9][N+:10]1[CH:15]=[CH:14][CH:13]=[CH:12][CH:11]=1.C(=O)([O-])[O-].[K+].[K+].O. The catalyst is C(OCC)(=O)C. The product is [N:9]1[N:10]2[CH:15]=[CH:14][CH:13]=[CH:12][C:11]2=[C:2]([C:1]([O:5][CH2:6][CH3:7])=[O:4])[CH:3]=1. The yield is 0.500. (5) The reactants are [CH2:1]([O:3][C:4]([C:6]1[CH:7]([C:35]2[CH:40]=[CH:39][CH:38]=[CH:37][C:36]=2[Cl:41])[N:8]([CH2:20][CH2:21][CH2:22][N:23]([CH3:34])[C:24](=[O:33])[CH2:25][CH2:26][C:27]2[CH:32]=[CH:31][CH:30]=[CH:29][CH:28]=2)[C:9](=[O:19])[NH:10][C:11]=1[CH2:12][O:13][CH2:14][CH2:15][N:16]=[N+]=[N-])=[O:5])[CH3:2]. The catalyst is CCO.[Pd]. The product is [CH2:1]([O:3][C:4]([C:6]1[CH:7]([C:35]2[CH:40]=[CH:39][CH:38]=[CH:37][C:36]=2[Cl:41])[N:8]([CH2:20][CH2:21][CH2:22][N:23]([CH3:34])[C:24](=[O:33])[CH2:25][CH2:26][C:27]2[CH:28]=[CH:29][CH:30]=[CH:31][CH:32]=2)[C:9](=[O:19])[NH:10][C:11]=1[CH2:12][O:13][CH2:14][CH2:15][NH2:16])=[O:5])[CH3:2]. The yield is 0.430. (6) The reactants are [N-:1]=[N+:2]=[N-:3].[Na+].CS(O[CH2:10][CH2:11][CH2:12][C:13]1[S:14][CH:15]=[C:16]([C:18]2[CH:23]=[CH:22][CH:21]=[CH:20][CH:19]=2)[N:17]=1)(=O)=O. The catalyst is CN(C=O)C.CCOC(C)=O. The product is [N:1]([CH2:10][CH2:11][CH2:12][C:13]1[S:14][CH:15]=[C:16]([C:18]2[CH:23]=[CH:22][CH:21]=[CH:20][CH:19]=2)[N:17]=1)=[N+:2]=[N-:3]. The yield is 0.910. (7) The reactants are CO[C:3]1[CH2:4][CH2:5][CH2:6][N:7]=1.[C@@H:8]1([NH2:17])[C:16]2[C:11](=[CH:12][CH:13]=[CH:14][CH:15]=2)[CH:10]=[CH:9]1. The catalyst is CO. The product is [NH3:7].[C@@H:8]1([NH:17][C:3]2[CH2:4][CH2:5][CH2:6][N:7]=2)[C:16]2[C:11](=[CH:12][CH:13]=[CH:14][CH:15]=2)[CH2:10][CH2:9]1. The yield is 0.0500.